From a dataset of Full USPTO retrosynthesis dataset with 1.9M reactions from patents (1976-2016). Predict the reactants needed to synthesize the given product. (1) Given the product [CH:27]1([CH2:30][CH2:31][O:32][C:2]2[CH:7]=[C:6]([F:8])[CH:5]=[CH:4][C:3]=2[C:9]2[N:14]=[CH:13][N:12]=[C:11]([NH:15][C:16]3[CH:21]=[CH:20][CH:19]=[C:18]([CH2:22][S:23]([CH3:26])(=[O:25])=[O:24])[CH:17]=3)[N:10]=2)[CH2:29][CH2:28]1, predict the reactants needed to synthesize it. The reactants are: F[C:2]1[CH:7]=[C:6]([F:8])[CH:5]=[CH:4][C:3]=1[C:9]1[N:14]=[CH:13][N:12]=[C:11]([NH:15][C:16]2[CH:21]=[CH:20][CH:19]=[C:18]([CH2:22][S:23]([CH3:26])(=[O:25])=[O:24])[CH:17]=2)[N:10]=1.[CH:27]1([CH2:30][CH2:31][OH:32])[CH2:29][CH2:28]1. (2) Given the product [CH3:18][N:19]1[C:23]2[CH:24]=[C:25]([SH:28])[CH:26]=[CH:27][C:22]=2[N:21]=[C:20]1[C:44]([F:46])([F:45])[F:47], predict the reactants needed to synthesize it. The reactants are: Cl.C(CCP(CCC(O)=O)CCC(O)=O)(O)=O.[CH3:18][N:19]1[C:23]2[CH:24]=[C:25]([S:28][S:28][C:25]3[CH:26]=[CH:27][C:22]4[N:21]=[C:20]([C:44]([F:46])([F:47])[F:45])[N:19]([CH3:18])[C:23]=4[CH:24]=3)[CH:26]=[CH:27][C:22]=2[N:21]=[C:20]1[C:44]([F:47])([F:46])[F:45].